From a dataset of NCI-60 drug combinations with 297,098 pairs across 59 cell lines. Regression. Given two drug SMILES strings and cell line genomic features, predict the synergy score measuring deviation from expected non-interaction effect. (1) Drug 1: C1=C(C(=O)NC(=O)N1)F. Drug 2: CC1=C(C=C(C=C1)NC(=O)C2=CC=C(C=C2)CN3CCN(CC3)C)NC4=NC=CC(=N4)C5=CN=CC=C5. Cell line: MOLT-4. Synergy scores: CSS=26.7, Synergy_ZIP=4.80, Synergy_Bliss=5.76, Synergy_Loewe=3.45, Synergy_HSA=6.42. (2) Drug 1: CN(C)N=NC1=C(NC=N1)C(=O)N. Drug 2: CCCCCOC(=O)NC1=NC(=O)N(C=C1F)C2C(C(C(O2)C)O)O. Cell line: COLO 205. Synergy scores: CSS=9.40, Synergy_ZIP=-0.613, Synergy_Bliss=7.44, Synergy_Loewe=4.78, Synergy_HSA=5.56. (3) Drug 1: CC1C(C(=O)NC(C(=O)N2CCCC2C(=O)N(CC(=O)N(C(C(=O)O1)C(C)C)C)C)C(C)C)NC(=O)C3=C4C(=C(C=C3)C)OC5=C(C(=O)C(=C(C5=N4)C(=O)NC6C(OC(=O)C(N(C(=O)CN(C(=O)C7CCCN7C(=O)C(NC6=O)C(C)C)C)C)C(C)C)C)N)C. Drug 2: CC1=C2C(C(=O)C3(C(CC4C(C3C(C(C2(C)C)(CC1OC(=O)C(C(C5=CC=CC=C5)NC(=O)C6=CC=CC=C6)O)O)OC(=O)C7=CC=CC=C7)(CO4)OC(=O)C)O)C)OC(=O)C. Cell line: SF-295. Synergy scores: CSS=0.626, Synergy_ZIP=-1.46, Synergy_Bliss=-1.53, Synergy_Loewe=-4.41, Synergy_HSA=-2.74. (4) Drug 1: C1=CC(=CC=C1CCC2=CNC3=C2C(=O)NC(=N3)N)C(=O)NC(CCC(=O)O)C(=O)O. Drug 2: CCC(=C(C1=CC=CC=C1)C2=CC=C(C=C2)OCCN(C)C)C3=CC=CC=C3.C(C(=O)O)C(CC(=O)O)(C(=O)O)O. Cell line: M14. Synergy scores: CSS=17.2, Synergy_ZIP=-2.44, Synergy_Bliss=-6.24, Synergy_Loewe=-20.3, Synergy_HSA=-6.88. (5) Drug 1: C1=C(C(=O)NC(=O)N1)N(CCCl)CCCl. Drug 2: COCCOC1=C(C=C2C(=C1)C(=NC=N2)NC3=CC=CC(=C3)C#C)OCCOC.Cl. Cell line: UACC62. Synergy scores: CSS=31.8, Synergy_ZIP=-9.99, Synergy_Bliss=-3.99, Synergy_Loewe=-3.26, Synergy_HSA=-2.76. (6) Drug 2: C1CC(C1)(C(=O)O)C(=O)O.[NH2-].[NH2-].[Pt+2]. Cell line: SNB-19. Synergy scores: CSS=17.0, Synergy_ZIP=-6.42, Synergy_Bliss=-4.26, Synergy_Loewe=-0.758, Synergy_HSA=0.0698. Drug 1: C1CN1P(=S)(N2CC2)N3CC3.